From a dataset of Forward reaction prediction with 1.9M reactions from USPTO patents (1976-2016). Predict the product of the given reaction. (1) Given the reactants [OH:1][C:2]1[CH:9]=[C:8]([N:10]([CH:14]([CH3:16])[CH3:15])[CH2:11][C:12]#[CH:13])[CH:7]=[CH:6][C:3]=1[CH:4]=O.[S:17]1[C:21]2[CH:22]=[CH:23][CH:24]=[CH:25][C:20]=2[N:19]=[C:18]1[CH2:26][C:27](OCC)=[O:28].N1CCCCC1, predict the reaction product. The product is: [S:17]1[C:21]2[CH:22]=[CH:23][CH:24]=[CH:25][C:20]=2[N:19]=[C:18]1[C:26]1[C:27](=[O:28])[O:1][C:2]2[C:3]([CH:4]=1)=[CH:6][CH:7]=[C:8]([N:10]([CH:14]([CH3:16])[CH3:15])[CH2:11][C:12]#[CH:13])[CH:9]=2. (2) Given the reactants [OH:1][C:2]1[C:10]2[N:9]=[C:8]([CH3:11])[N:7]([CH3:12])[C:6]=2[CH:5]=[C:4]([C:13]([N:15]([CH3:17])[CH3:16])=[O:14])[CH:3]=1.Cl[CH:19]1[C:28]2[C:23](=[CH:24][C:25]([F:30])=[CH:26][C:27]=2[F:29])[O:22][CH2:21][CH2:20]1, predict the reaction product. The product is: [F:29][C:27]1[CH:26]=[C:25]([F:30])[CH:24]=[C:23]2[C:28]=1[CH:19]([O:1][C:2]1[C:10]3[N:9]=[C:8]([CH3:11])[N:7]([CH3:12])[C:6]=3[CH:5]=[C:4]([C:13]([N:15]([CH3:16])[CH3:17])=[O:14])[CH:3]=1)[CH2:20][CH2:21][O:22]2. (3) Given the reactants Br[C:2]1[C:7]([C:8]([F:11])([F:10])[F:9])=[CH:6][C:5]([NH:12][C:13]2[N:17]=[C:16]([NH2:18])[NH:15][N:14]=2)=[CH:4][C:3]=1[Cl:19].[CH3:20][N:21]([C:29]([CH3:48])([CH3:47])[CH2:30][O:31][C:32]1[CH:37]=[CH:36][C:35](B2OC(C)(C)C(C)(C)O2)=[CH:34][CH:33]=1)[C:22](=[O:28])[O:23][C:24]([CH3:27])([CH3:26])[CH3:25].C([O-])([O-])=O.[K+].[K+].O1CCOCC1, predict the reaction product. The product is: [C:24]([O:23][C:22](=[O:28])[N:21]([C:29]([CH3:48])([CH3:47])[CH2:30][O:31][C:32]1[CH:37]=[CH:36][C:35]([C:2]2[C:3]([Cl:19])=[CH:4][C:5]([NH:12][C:13]3[N:17]=[C:16]([NH2:18])[NH:15][N:14]=3)=[CH:6][C:7]=2[C:8]([F:11])([F:10])[F:9])=[CH:34][CH:33]=1)[CH3:20])([CH3:27])([CH3:25])[CH3:26]. (4) Given the reactants [Br:1][C:2]1[C:3]([F:12])=[C:4]2[C:10]([NH2:11])=[CH:9][NH:8][C:5]2=[N:6][CH:7]=1.[CH:13]1([CH2:16][C:17](O)=[O:18])[CH2:15][CH2:14]1.C(N(CC)CC)C.C1N(P(Cl)(N2C(=O)OCC2)=O)C(=O)OC1.[Li+].[OH-], predict the reaction product. The product is: [Br:1][C:2]1[C:3]([F:12])=[C:4]2[C:10]([NH:11][C:17](=[O:18])[CH2:16][CH:13]3[CH2:15][CH2:14]3)=[CH:9][NH:8][C:5]2=[N:6][CH:7]=1.